From a dataset of Catalyst prediction with 721,799 reactions and 888 catalyst types from USPTO. Predict which catalyst facilitates the given reaction. (1) Reactant: [CH2:1]([S:3]([N:6]1[C:18]2[CH2:17][CH2:16][CH:15]([CH:19]3[CH2:24][CH2:23][O:22][CH2:21][CH2:20]3)[CH2:14][C:13]=2[C:12]2[C:7]1=[CH:8][CH:9]=[C:10]([C:25]([OH:27])=O)[CH:11]=2)(=[O:5])=[O:4])[CH3:2].[NH:28]1[CH2:32][CH2:31][C@@H:30]([OH:33])[CH2:29]1.C(N(C(C)C)C(C)C)C.CN(C(ON1N=NC2C=CC=NC1=2)=[N+](C)C)C.F[P-](F)(F)(F)(F)F. Product: [CH2:1]([S:3]([N:6]1[C:18]2[CH2:17][CH2:16][CH:15]([CH:19]3[CH2:24][CH2:23][O:22][CH2:21][CH2:20]3)[CH2:14][C:13]=2[C:12]2[C:7]1=[CH:8][CH:9]=[C:10]([C:25]([N:28]1[CH2:32][CH2:31][C@@H:30]([OH:33])[CH2:29]1)=[O:27])[CH:11]=2)(=[O:4])=[O:5])[CH3:2]. The catalyst class is: 3. (2) Reactant: [F:1][C:2]1[CH:7]=[CH:6][C:5]([C:8]2[S:18][C:11]3[N:12]=[C:13]([CH3:17])[NH:14][C:15](=O)[C:10]=3[CH:9]=2)=[CH:4][CH:3]=1.F[P-](F)(F)(F)(F)F.N1(O[P+](N(C)C)(N(C)C)N(C)C)C2C=CC=CC=2N=N1.C1CCN2C(=NCCC2)CC1.[Cl:57][C:58]1[CH:73]=[CH:72][C:61]([O:62][CH2:63][C:64]([N:66]2[CH2:71][CH2:70][NH:69][CH2:68][CH2:67]2)=[O:65])=[CH:60][CH:59]=1. Product: [Cl:57][C:58]1[CH:59]=[CH:60][C:61]([O:62][CH2:63][C:64]([N:66]2[CH2:71][CH2:70][N:69]([C:15]3[C:10]4[CH:9]=[C:8]([C:5]5[CH:6]=[CH:7][C:2]([F:1])=[CH:3][CH:4]=5)[S:18][C:11]=4[N:12]=[C:13]([CH3:17])[N:14]=3)[CH2:68][CH2:67]2)=[O:65])=[CH:72][CH:73]=1. The catalyst class is: 23. (3) Reactant: [H-].[Al+3].[Li+].[H-].[H-].[H-].[Cl-].[Cl-].[Cl-].[Al+3].[Cl:11][C:12]1[C:17]([Cl:18])=[CH:16][CH:15]=[CH:14][C:13]=1[N:19]1[CH2:24][CH2:23][N:22]([CH2:25][CH2:26][C:27]([N:29]2[C:37]3[C:32](=[CH:33][CH:34]=[CH:35][CH:36]=3)[CH2:31][CH2:30]2)=O)[CH2:21][CH2:20]1. Product: [ClH:11].[Cl:11][C:12]1[C:17]([Cl:18])=[CH:16][CH:15]=[CH:14][C:13]=1[N:19]1[CH2:24][CH2:23][N:22]([CH2:25][CH2:26][CH2:27][N:29]2[C:37]3[C:32](=[CH:33][CH:34]=[CH:35][CH:36]=3)[CH2:31][CH2:30]2)[CH2:21][CH2:20]1. The catalyst class is: 7. (4) Reactant: [F:1][C:2]1[CH:3]=[C:4]([C:27]2[CH:32]=[CH:31][C:30]([O:33][CH3:34])=[CH:29][CH:28]=2)[CH:5]=[CH:6][C:7]=1[N:8]1[C:12](=[O:13])[NH:11][N:10]=[C:9]1[CH2:14][C@@H:15]1[CH2:19][CH2:18][N:17]([C:20]([O:22]C(C)(C)C)=O)[CH2:16]1.Cl.C(N(CC)C(C)C)(C)C.[CH3:45][C:46](C)([CH3:50])[C:47](Cl)=O.[NH4+].[Cl-]. Product: [CH3:45][C:46]([CH3:50])([CH3:47])[C:20]([N:17]1[CH2:18][CH2:19][C@@H:15]([CH2:14][C:9]2[N:8]([C:7]3[CH:6]=[CH:5][C:4]([C:27]4[CH:32]=[CH:31][C:30]([O:33][CH3:34])=[CH:29][CH:28]=4)=[CH:3][C:2]=3[F:1])[C:12](=[O:13])[NH:11][N:10]=2)[CH2:16]1)=[O:22]. The catalyst class is: 346. (5) Reactant: I[C:2]1[N:3]=[N:4][C:5]2[C:10]([C:11]=1[NH:12][CH:13]([CH3:15])[CH3:14])=[CH:9][CH:8]=[C:7]([C:16]1[CH:21]=[CH:20][C:19]([S:22]([CH3:25])(=[O:24])=[O:23])=[CH:18][CH:17]=1)[CH:6]=2.C([Sn](CCCC)(CCCC)[C:31]1[N:32]=[CH:33][S:34][CH:35]=1)CCC. Product: [CH:13]([NH:12][C:11]1[C:10]2[C:5](=[CH:6][C:7]([C:16]3[CH:21]=[CH:20][C:19]([S:22]([CH3:25])(=[O:24])=[O:23])=[CH:18][CH:17]=3)=[CH:8][CH:9]=2)[N:4]=[N:3][C:2]=1[C:31]1[N:32]=[CH:33][S:34][CH:35]=1)([CH3:15])[CH3:14]. The catalyst class is: 233. (6) Reactant: [H-].C([Al+]CC(C)C)C(C)C.O=[C:12]1[C:17]([CH2:18][CH2:19][C:20]([O:22]CC)=O)=[CH:16][CH2:15][CH2:14][CH2:13]1.Cl. Product: [O:22]1[CH:12]2[C:17](=[CH:16][CH2:15][CH2:14][CH2:13]2)[CH2:18][CH2:19][CH2:20]1. The catalyst class is: 116. (7) Reactant: [Cl:1][C:2]1[C:7]([CH:8]([CH3:10])[CH3:9])=[CH:6][C:5]([NH:11][CH2:12][C:13]([N:15]2[CH2:20][CH2:19][N:18]([CH:21]3[CH2:24][N:23]([C:25](=[O:28])[CH:26]=[CH2:27])[CH2:22]3)[CH2:17][CH2:16]2)=[O:14])=[C:4]([O:29]C)[CH:3]=1.B(Br)(Br)Br.CO.CCN(CC)CC. Product: [Cl:1][C:2]1[C:7]([CH:8]([CH3:10])[CH3:9])=[CH:6][C:5]([NH:11][CH2:12][C:13]([N:15]2[CH2:20][CH2:19][N:18]([CH:21]3[CH2:24][N:23]([C:25](=[O:28])[CH:26]=[CH2:27])[CH2:22]3)[CH2:17][CH2:16]2)=[O:14])=[C:4]([OH:29])[CH:3]=1. The catalyst class is: 34. (8) The catalyst class is: 72. Reactant: [OH-].[Na+].Cl[CH2:4][C@H:5]([OH:18])[CH2:6][C:7]1[CH:12]=[CH:11][C:10]([F:13])=[C:9]([C:14]([F:17])([F:16])[F:15])[CH:8]=1.S(O)(O)(=O)=O.[NH2:24][CH2:25][CH3:26].C1(C)C=CC=CC=1. Product: [F:13][C:10]1[CH:11]=[CH:12][C:7]([CH2:6][C@H:5]2[O:18][CH2:26][CH2:25][NH:24][CH2:4]2)=[CH:8][C:9]=1[C:14]([F:17])([F:16])[F:15]. (9) Reactant: [Cl:1][C:2]1[N:3]=[C:4]([N:13]2[CH2:18][CH2:17][O:16][CH2:15][CH2:14]2)[C:5]2[S:10][C:9]([CH:11]=O)=[N:8][C:6]=2[N:7]=1.[N:19]1([C:25]([CH3:30])([CH3:29])[C:26]([NH2:28])=[O:27])[CH2:24][CH2:23][NH:22][CH2:21][CH2:20]1.C(O[BH-](OC(=O)C)OC(=O)C)(=O)C.[Na+]. Product: [Cl:1][C:2]1[N:3]=[C:4]([N:13]2[CH2:18][CH2:17][O:16][CH2:15][CH2:14]2)[C:5]2[S:10][C:9]([CH2:11][N:22]3[CH2:21][CH2:20][N:19]([C:25]([CH3:30])([CH3:29])[C:26]([NH2:28])=[O:27])[CH2:24][CH2:23]3)=[N:8][C:6]=2[N:7]=1. The catalyst class is: 26.